From a dataset of NCI-60 drug combinations with 297,098 pairs across 59 cell lines. Regression. Given two drug SMILES strings and cell line genomic features, predict the synergy score measuring deviation from expected non-interaction effect. (1) Drug 1: CC1=C(N=C(N=C1N)C(CC(=O)N)NCC(C(=O)N)N)C(=O)NC(C(C2=CN=CN2)OC3C(C(C(C(O3)CO)O)O)OC4C(C(C(C(O4)CO)O)OC(=O)N)O)C(=O)NC(C)C(C(C)C(=O)NC(C(C)O)C(=O)NCCC5=NC(=CS5)C6=NC(=CS6)C(=O)NCCC[S+](C)C)O. Drug 2: C1CN(P(=O)(OC1)NCCCl)CCCl. Cell line: OVCAR-4. Synergy scores: CSS=9.98, Synergy_ZIP=-4.55, Synergy_Bliss=1.01, Synergy_Loewe=0.241, Synergy_HSA=2.41. (2) Cell line: HOP-62. Drug 1: C1=C(C(=O)NC(=O)N1)N(CCCl)CCCl. Drug 2: CCC(=C(C1=CC=CC=C1)C2=CC=C(C=C2)OCCN(C)C)C3=CC=CC=C3.C(C(=O)O)C(CC(=O)O)(C(=O)O)O. Synergy scores: CSS=25.5, Synergy_ZIP=2.61, Synergy_Bliss=2.24, Synergy_Loewe=-5.27, Synergy_HSA=-2.10.